This data is from Forward reaction prediction with 1.9M reactions from USPTO patents (1976-2016). The task is: Predict the product of the given reaction. (1) Given the reactants Cl[C:2]1[N:7]=[CH:6][N:5]=[C:4]([NH2:8])[CH:3]=1.[OH:9][C:10]1[CH:17]=[CH:16][C:13]([C:14]#[N:15])=[CH:12][CH:11]=1.C([O-])([O-])=O.[K+].[K+], predict the reaction product. The product is: [NH2:8][C:4]1[N:5]=[CH:6][N:7]=[C:2]([O:9][C:10]2[CH:17]=[CH:16][C:13]([C:14]#[N:15])=[CH:12][CH:11]=2)[CH:3]=1. (2) Given the reactants [CH3:1][C:2]1([CH3:17])[C:6](=[O:7])[NH:5][N:4]=[C:3]1[C:8]1[CH:13]=[CH:12][C:11]([N+:14]([O-])=O)=[CH:10][CH:9]=1, predict the reaction product. The product is: [NH2:14][C:11]1[CH:10]=[CH:9][C:8]([C:3]2[C:2]([CH3:1])([CH3:17])[C:6](=[O:7])[NH:5][N:4]=2)=[CH:13][CH:12]=1. (3) Given the reactants [CH3:1]O.[NH:3]1[C:11]2[C:6](=[CH:7][CH:8]=[CH:9][CH:10]=2)[C:5]([C:12]([OH:14])=[O:13])=[N:4]1.Cl, predict the reaction product. The product is: [CH3:1][O:13][C:12]([C:5]1[C:6]2[C:11](=[CH:10][CH:9]=[CH:8][CH:7]=2)[NH:3][N:4]=1)=[O:14]. (4) Given the reactants Cl[C:2]1[N:7]=[N:6][C:5]([O:8][C@H:9]2[CH:14]3[CH2:15][CH2:16][N:11]([CH2:12][CH2:13]3)[CH2:10]2)=[CH:4][CH:3]=1.[NH:17]1[C:25]2[C:20](=[CH:21][C:22](B(O)O)=[CH:23][CH:24]=2)[CH:19]=[CH:18]1, predict the reaction product. The product is: [NH:17]1[C:25]2[C:20](=[CH:21][C:22]([C:2]3[N:7]=[N:6][C:5]([O:8][C@H:9]4[CH:14]5[CH2:15][CH2:16][N:11]([CH2:12][CH2:13]5)[CH2:10]4)=[CH:4][CH:3]=3)=[CH:23][CH:24]=2)[CH:19]=[CH:18]1. (5) The product is: [C:12]([O:11][C:9](=[O:10])[NH:21][CH2:20][C:19]1[CH:22]=[CH:23][C:24]([CH3:25])=[C:17]([Cl:16])[CH:18]=1)([CH3:13])([CH3:14])[CH3:15]. Given the reactants [C:12]([O:11][C:9](O[C:9]([O:11][C:12]([CH3:15])([CH3:14])[CH3:13])=[O:10])=[O:10])([CH3:15])([CH3:14])[CH3:13].[Cl:16][C:17]1[CH:18]=[C:19]([CH:22]=[CH:23][C:24]=1[CH3:25])[CH2:20][NH2:21], predict the reaction product. (6) Given the reactants [CH3:1][CH:2]1[CH2:6][CH2:5][CH2:4][N:3]1[CH2:7][CH2:8][CH2:9][O:10][C:11]1[CH:16]=[CH:15][C:14]([C:17]2[O:18][CH:19]=[C:20]([CH2:22][N:23]3[C@H:27]([CH2:28][N:29]4[CH2:34][CH2:33][O:32][CH2:31][CH2:30]4)[CH2:26][CH2:25][C:24]3=O)[N:21]=2)=[CH:13][CH:12]=1.[H-].[Al+3].[Li+].[H-].[H-].[H-].O.[OH-].[Na+], predict the reaction product. The product is: [CH3:1][CH:2]1[CH2:6][CH2:5][CH2:4][N:3]1[CH2:7][CH2:8][CH2:9][O:10][C:11]1[CH:12]=[CH:13][C:14]([C:17]2[O:18][CH:19]=[C:20]([CH2:22][N:23]3[CH2:24][CH2:25][CH2:26][C@H:27]3[CH2:28][N:29]3[CH2:30][CH2:31][O:32][CH2:33][CH2:34]3)[N:21]=2)=[CH:15][CH:16]=1. (7) Given the reactants [Cl:1][C:2]1[CH:12]=[CH:11][C:5]([C:6]([O:8][CH2:9][CH3:10])=[O:7])=[CH:4][N:3]=1.FC(F)(F)C(OC(=O)C(F)(F)F)=[O:16], predict the reaction product. The product is: [Cl:1][C:2]1[CH:12]=[CH:11][C:5]([C:6]([O:8][CH2:9][CH3:10])=[O:7])=[CH:4][N+:3]=1[O-:16]. (8) Given the reactants [CH3:1][C:2]1[C:7]([CH2:8][C:9]2[CH:14]=[CH:13][CH:12]=[C:11]([O:15][C:16]([F:19])([F:18])[F:17])[CH:10]=2)=[C:6]([CH3:20])[N:5]2[N:21]=[CH:22][C:23]([C:24]([NH:26][CH2:27][CH2:28][C:29](O)=[O:30])=[O:25])=[C:4]2[N:3]=1.[NH2:32][CH2:33][CH2:34][OH:35], predict the reaction product. The product is: [OH:35][CH2:34][CH2:33][NH:32][C:29](=[O:30])[CH2:28][CH2:27][NH:26][C:24]([C:23]1[CH:22]=[N:21][N:5]2[C:6]([CH3:20])=[C:7]([CH2:8][C:9]3[CH:14]=[CH:13][CH:12]=[C:11]([O:15][C:16]([F:18])([F:19])[F:17])[CH:10]=3)[C:2]([CH3:1])=[N:3][C:4]=12)=[O:25].